Dataset: Catalyst prediction with 721,799 reactions and 888 catalyst types from USPTO. Task: Predict which catalyst facilitates the given reaction. (1) Reactant: [N:1]1([C:6]2[CH:26]=[CH:25][C:9]([CH2:10][C:11]3[C:12]([CH:22]4[CH2:24][CH2:23]4)=[CH:13][C:14]([OH:21])=[C:15]([CH:20]=3)[C:16]([O:18][CH3:19])=[O:17])=[CH:8][CH:7]=2)[CH:5]=[CH:4][CH:3]=[N:2]1.[H-].[Na+].C1C=CC(N([S:36]([C:39]([F:42])([F:41])[F:40])(=[O:38])=[O:37])[S:36]([C:39]([F:42])([F:41])[F:40])(=[O:38])=[O:37])=CC=1.Cl. Product: [N:1]1([C:6]2[CH:7]=[CH:8][C:9]([CH2:10][C:11]3[C:12]([CH:22]4[CH2:23][CH2:24]4)=[CH:13][C:14]([O:21][S:36]([C:39]([F:42])([F:41])[F:40])(=[O:38])=[O:37])=[C:15]([CH:20]=3)[C:16]([O:18][CH3:19])=[O:17])=[CH:25][CH:26]=2)[CH:5]=[CH:4][CH:3]=[N:2]1. The catalyst class is: 3. (2) Reactant: F[C:2]1[CH:3]=[C:4]2[C:8](=[CH:9][C:10]=1[F:11])[N:7]([S:12]([C:15]1[CH:20]=[CH:19][CH:18]=[CH:17][CH:16]=1)(=[O:14])=[O:13])[CH:6]=[C:5]2[C:21]1[CH:22]=[N:23][N:24]([CH2:26][CH:27]2CCNCC2)[CH:25]=1.CS(OCC[N:40]1[CH2:44][CH2:43][NH:42][C:41]1=[O:45])(=O)=O.C([O-])(O)=O.[Na+]. Product: [F:11][C:10]1[CH:9]=[C:8]2[C:4]([C:5]([C:21]3[CH:22]=[N:23][N:24]([CH2:26][CH2:27][N:40]4[CH2:44][CH2:43][NH:42][C:41]4=[O:45])[CH:25]=3)=[CH:6][N:7]2[S:12]([C:15]2[CH:16]=[CH:17][CH:18]=[CH:19][CH:20]=2)(=[O:14])=[O:13])=[CH:3][CH:2]=1. The catalyst class is: 14. (3) Reactant: [NH:1]1[CH2:5][CH2:4][CH2:3][CH2:2]1.[N:6]1[CH:11]=[CH:10][CH:9]=[CH:8]C=1.C(Cl)Cl.[C:15]12([C:31](Cl)=[O:32])[CH2:24][C:19]3([C:25](Cl)=[O:26])[CH2:20][CH:21]([CH2:23][C:17]([C:28](Cl)=[O:29])([CH2:18]3)[CH2:16]1)[CH2:22]2. Product: [N:1]1([C:31]([C:15]23[CH2:24][C:19]4([C:25]([N:1]5[CH2:5][CH2:4][CH2:3][CH2:2]5)=[O:26])[CH2:20][CH:21]([CH2:23][C:17]([C:28]([N:6]5[CH2:8][CH2:9][CH2:10][CH2:11]5)=[O:29])([CH2:18]4)[CH2:16]2)[CH2:22]3)=[O:32])[CH2:5][CH2:4][CH2:3][CH2:2]1. The catalyst class is: 11. (4) Reactant: [NH2:1][C:2]1[CH:7]=[C:6]([O:8][CH3:9])[CH:5]=[CH:4][C:3]=1[C:10](=[O:12])[CH3:11].[CH:13]([C:16]1[N:17]=[C:18]([C:21](Cl)=[O:22])[S:19][CH:20]=1)([CH3:15])[CH3:14]. Product: [C:10]([C:3]1[CH:4]=[CH:5][C:6]([O:8][CH3:9])=[CH:7][C:2]=1[NH:1][C:21]([C:18]1[S:19][CH:20]=[C:16]([CH:13]([CH3:15])[CH3:14])[N:17]=1)=[O:22])(=[O:12])[CH3:11]. The catalyst class is: 12. (5) Reactant: [Br-:1].[Li+].CC1C=CC(S(O[C@@H:14]2[CH2:18][O:17][C@@H:16]3[C@H:19]([CH3:22])[CH2:20][O:21][C@H:15]23)(=O)=O)=CC=1. Product: [Br:1][C@H:14]1[CH2:18][O:17][C@@H:16]2[C@H:19]([CH3:22])[CH2:20][O:21][C@H:15]12. The catalyst class is: 35. (6) Reactant: [CH2:1]([O:3][C:4](=[O:20])[C:5](=[O:19])[CH2:6][C:7]([C:10]1[C:18]2[O:17][CH2:16][O:15][C:14]=2[CH:13]=[CH:12][CH:11]=1)([CH3:9])[CH3:8])[CH3:2].[F:21][C:22]([Si](C)(C)C)([F:24])[F:23].[F-].C([N+](CCCC)(CCCC)CCCC)CCC.Cl. Product: [CH2:1]([O:3][C:4](=[O:20])[C:5]([OH:19])([C:22]([F:24])([F:23])[F:21])[CH2:6][C:7]([C:10]1[C:18]2[O:17][CH2:16][O:15][C:14]=2[CH:13]=[CH:12][CH:11]=1)([CH3:9])[CH3:8])[CH3:2]. The catalyst class is: 1. (7) Reactant: [CH2:1]([N:8]1[CH2:13][CH2:12][C:11]([OH:17])([C:14]([OH:16])=O)[CH2:10][CH2:9]1)[C:2]1[CH:7]=[CH:6][CH:5]=[CH:4][CH:3]=1.C(N(CC)C(C)C)(C)C.Cl.[CH:28]1([CH:34]2[C:43]3[C:38](=[CH:39][CH:40]=[CH:41][CH:42]=3)[CH2:37][CH2:36][NH:35]2)[CH2:33][CH2:32][CH2:31][CH2:30][CH2:29]1. Product: [CH2:1]([N:8]1[CH2:9][CH2:10][C:11]([C:14]([N:35]2[CH2:36][CH2:37][C:38]3[C:43](=[CH:42][CH:41]=[CH:40][CH:39]=3)[CH:34]2[CH:28]2[CH2:33][CH2:32][CH2:31][CH2:30][CH2:29]2)=[O:16])([OH:17])[CH2:12][CH2:13]1)[C:2]1[CH:3]=[CH:4][CH:5]=[CH:6][CH:7]=1. The catalyst class is: 3. (8) Reactant: [NH2:1][C:2]1[CH:7]=[CH:6][CH:5]=[CH:4][C:3]=1[NH:8][C:9]([C:11]1[CH:33]=[CH:32][C:14]([CH2:15][N:16]2[CH2:25][C:24](=[CH2:26])[C:23]3[C:18](=[CH:19][CH:20]=[CH:21][CH:22]=3)[CH:17]2[CH2:27][C:28]([O:30]C)=[O:29])=[CH:13][CH:12]=1)=[O:10].[OH-].[Na+]. Product: [NH2:1][C:2]1[CH:7]=[CH:6][CH:5]=[CH:4][C:3]=1[NH:8][C:9]([C:11]1[CH:12]=[CH:13][C:14]([CH2:15][N:16]2[CH2:25][C:24](=[CH2:26])[C:23]3[C:18](=[CH:19][CH:20]=[CH:21][CH:22]=3)[CH:17]2[CH2:27][C:28]([OH:30])=[O:29])=[CH:32][CH:33]=1)=[O:10]. The catalyst class is: 14. (9) The catalyst class is: 54. Product: [CH2:34]([N:38]([CH2:65][CH2:66][CH2:67][CH3:68])[C:39]1[CH:46]=[CH:45][C:42]([CH:43]=[CH:14][C:9]2[S:13][CH:12]=[CH:11][CH:10]=2)=[C:41]([O:47][Si:48]([C:61]([CH3:62])([CH3:64])[CH3:63])([C:55]2[CH:56]=[CH:57][CH:58]=[CH:59][CH:60]=2)[C:49]2[CH:54]=[CH:53][CH:52]=[CH:51][CH:50]=2)[CH:40]=1)[CH2:35][CH2:36][CH3:37]. Reactant: C1([Li])C=CC=CC=1.[Cl-].[C:9]1([CH2:14][P+](C2C=CC=CC=2)(C2C=CC=CC=2)C2C=CC=CC=2)[S:13][CH:12]=[CH:11][CH:10]=1.[CH2:34]([N:38]([CH2:65][CH2:66][CH2:67][CH3:68])[C:39]1[CH:46]=[CH:45][C:42]([CH:43]=O)=[C:41]([O:47][Si:48]([C:61]([CH3:64])([CH3:63])[CH3:62])([C:55]2[CH:60]=[CH:59][CH:58]=[CH:57][CH:56]=2)[C:49]2[CH:54]=[CH:53][CH:52]=[CH:51][CH:50]=2)[CH:40]=1)[CH2:35][CH2:36][CH3:37].O.